This data is from Peptide-MHC class II binding affinity with 134,281 pairs from IEDB. The task is: Regression. Given a peptide amino acid sequence and an MHC pseudo amino acid sequence, predict their binding affinity value. This is MHC class II binding data. The peptide sequence is YDKFLNNVSTVLTGK. The MHC is DRB3_0202 with pseudo-sequence DRB3_0202. The binding affinity (normalized) is 0.864.